This data is from Reaction yield outcomes from USPTO patents with 853,638 reactions. The task is: Predict the reaction yield, written as a fraction of the theoretical maximum amount of product (1.0 means a 100% yield; for example, 0.34 means a 34% yield). (1) The reactants are [Br:1][C:2]1[CH:3]=[CH:4][C:5]2[NH:6][C:7]3[C:12]([C:13]=2[CH:14]=1)=[CH:11][CH:10]=[CH:9][CH:8]=3.I[C:16]1[CH:21]=[CH:20][CH:19]=[CH:18][CH:17]=1.C(=O)([O-])[O-].[K+].[K+].C1OCCOCCOCCOCCOCCOC1. The catalyst is ClC1C=CC=CC=1Cl.[Cu]. The product is [Br:1][C:2]1[CH:3]=[CH:4][C:5]2[N:6]([C:16]3[CH:21]=[CH:20][CH:19]=[CH:18][CH:17]=3)[C:7]3[C:12]([C:13]=2[CH:14]=1)=[CH:11][CH:10]=[CH:9][CH:8]=3. The yield is 0.810. (2) The reactants are C[O:2][C:3](=O)[CH2:4][C:5]1[CH:10]=[CH:9][C:8]([O:11][CH3:12])=[CH:7][CH:6]=1.[H-].C([Al+]CC(C)C)C(C)C. The catalyst is C1(C)C=CC=CC=1. The product is [CH3:12][O:11][C:8]1[CH:9]=[CH:10][C:5]([CH2:4][CH:3]=[O:2])=[CH:6][CH:7]=1. The yield is 1.00.